Dataset: Peptide-MHC class II binding affinity with 134,281 pairs from IEDB. Task: Regression. Given a peptide amino acid sequence and an MHC pseudo amino acid sequence, predict their binding affinity value. This is MHC class II binding data. (1) The peptide sequence is YRIAARPGAVTRRAA. The MHC is DRB1_0404 with pseudo-sequence DRB1_0404. The binding affinity (normalized) is 0.272. (2) The peptide sequence is LSQLQTYMIQFDQYI. The MHC is DRB1_0701 with pseudo-sequence DRB1_0701. The binding affinity (normalized) is 0.756. (3) The peptide sequence is KLLPVPPTVTIFKIS. The MHC is HLA-DPA10103-DPB10401 with pseudo-sequence HLA-DPA10103-DPB10401. The binding affinity (normalized) is 0.227. (4) The MHC is DRB1_0802 with pseudo-sequence DRB1_0802. The binding affinity (normalized) is 0.407. The peptide sequence is AAGDGNIVAVDIKPK. (5) The peptide sequence is WSIHGKGEWMTTEDM. The MHC is DRB3_0202 with pseudo-sequence DRB3_0202. The binding affinity (normalized) is 0.319.